This data is from Reaction yield outcomes from USPTO patents with 853,638 reactions. The task is: Predict the reaction yield, written as a fraction of the theoretical maximum amount of product (1.0 means a 100% yield; for example, 0.34 means a 34% yield). (1) The reactants are Br[C:2]([CH3:13])([CH3:12])[C:3]([C:5]1[CH:10]=[CH:9][CH:8]=[CH:7][C:6]=1C)=[O:4].[CH3:14][C:15]1[C:20]([CH3:21])=[CH:19][C:18]([CH3:22])=[CH:17][C:16]=1[OH:23].[C:24](=O)([O-])[O-].[K+].[K+].CO. The catalyst is CS(C)=O.O. The product is [CH3:13][C:2]([O:23][C:16]1[CH:17]=[C:18]([CH3:22])[CH:19]=[C:20]([CH3:21])[C:15]=1[CH3:14])([CH3:12])[C:3]([C:5]1[CH:6]=[CH:7][C:8]([CH3:24])=[CH:9][CH:10]=1)=[O:4]. The yield is 0.870. (2) The reactants are C(OC([O:8][NH:9][C:10]([C:12]1[CH:13]=[N:14][C:15]([N:18]2[CH2:25][CH:24]3[CH:20]([CH2:21][N:22]([S:26]([C:29]4[CH:38]=[CH:37][C:36]5[C:31](=[CH:32][CH:33]=[CH:34][CH:35]=5)[CH:30]=4)(=[O:28])=[O:27])[CH2:23]3)[CH2:19]2)=[N:16][CH:17]=1)=[O:11])C)C(C)C.C(O)(C(F)(F)F)=O.C(Cl)Cl.CO. No catalyst specified. The product is [OH:8][NH:9][C:10]([C:12]1[CH:13]=[N:14][C:15]([N:18]2[CH2:25][CH:24]3[CH:20]([CH2:21][N:22]([S:26]([C:29]4[CH:38]=[CH:37][C:36]5[C:31](=[CH:32][CH:33]=[CH:34][CH:35]=5)[CH:30]=4)(=[O:28])=[O:27])[CH2:23]3)[CH2:19]2)=[N:16][CH:17]=1)=[O:11]. The yield is 0.500. (3) The catalyst is CO. The product is [Cl:3][C:4]1[CH:5]=[C:6]([CH:24]=[CH:25][C:26]=1[NH:27][C:28]([NH:30][CH3:31])=[O:29])[O:7][C:8]1[C:17]2[C:12](=[CH:13][C:14]([O:22][CH3:23])=[C:15]([C:18]([OH:20])=[O:19])[CH:16]=2)[N:11]=[CH:10][CH:9]=1. The yield is 1.00. The reactants are [OH-].[Na+].[Cl:3][C:4]1[CH:5]=[C:6]([CH:24]=[CH:25][C:26]=1[NH:27][C:28]([NH:30][CH3:31])=[O:29])[O:7][C:8]1[C:17]2[C:12](=[CH:13][C:14]([O:22][CH3:23])=[C:15]([C:18]([O:20]C)=[O:19])[CH:16]=2)[N:11]=[CH:10][CH:9]=1.Cl.